This data is from Reaction yield outcomes from USPTO patents with 853,638 reactions. The task is: Predict the reaction yield, written as a fraction of the theoretical maximum amount of product (1.0 means a 100% yield; for example, 0.34 means a 34% yield). (1) The reactants are Br[C:2]1[CH:3]=[CH:4][C:5](O)=[C:6]([C:8]2[CH:17]=[CH:16][C:15]3[C:10](=[CH:11][CH:12]=[C:13]([C:18]4[N:22]([CH:23]5[CH2:28][CH2:27][CH2:26][CH2:25][CH2:24]5)[C:21]5[CH:29]=[CH:30][C:31]([C:33]([OH:35])=[O:34])=[CH:32][C:20]=5[N:19]=4)[CH:14]=3)[N:9]=2)[CH:7]=1.[CH:37]1[C:46]2CCCCC=2C=[CH:39][C:38]=1C(=O)C.[OH-].[K+]. The catalyst is C(O)C. The product is [CH:23]1([N:22]2[C:21]3[CH:29]=[CH:30][C:31]([C:33]([OH:35])=[O:34])=[CH:32][C:20]=3[N:19]=[C:18]2[C:13]2[CH:14]=[C:15]3[C:10](=[CH:11][CH:12]=2)[N:9]=[C:8]([C:6]2[CH:5]=[CH:4][C:3]4[CH2:39][CH2:38][CH2:37][CH2:46][C:2]=4[CH:7]=2)[CH:17]=[CH:16]3)[CH2:24][CH2:25][CH2:26][CH2:27][CH2:28]1. The yield is 0.600. (2) The reactants are [CH:1]1([C@H:4]([NH:12][C:13]([C:15]2[C:24]3[C:19](=[C:20](F)[CH:21]=[CH:22][CH:23]=3)[C:18](=[O:26])[N:17]([C:27]3[CH:28]=[N:29][CH:30]=[CH:31][CH:32]=3)[C:16]=2[CH3:33])=[O:14])[C:5]2[CH:10]=[CH:9][CH:8]=[C:7]([F:11])[CH:6]=2)[CH2:3][CH2:2]1.N([O-])=[O:35].[Na+]. The catalyst is CN(C)C=O. The product is [CH:1]1([C@H:4]([NH:12][C:13]([C:15]2[C:24]3[C:19](=[C:20]([OH:35])[CH:21]=[CH:22][CH:23]=3)[C:18](=[O:26])[N:17]([C:27]3[CH:28]=[N:29][CH:30]=[CH:31][CH:32]=3)[C:16]=2[CH3:33])=[O:14])[C:5]2[CH:10]=[CH:9][CH:8]=[C:7]([F:11])[CH:6]=2)[CH2:2][CH2:3]1. The yield is 0.100. (3) The reactants are [NH2:1][C@@H:2]([CH2:33][C:34]1[CH:39]=[CH:38][CH:37]=[CH:36][CH:35]=1)[C@@H:3]([OH:32])[CH2:4][C@H:5]([NH:19][C:20]([C@@H:22]([NH:27][C:28](=[O:31])[O:29][CH3:30])[C:23]([CH3:26])([CH3:25])[CH3:24])=[O:21])[CH2:6][C:7]1[CH:12]=[CH:11][C:10]([C:13]2[CH:18]=[CH:17][CH:16]=[CH:15][N:14]=2)=[CH:9][CH:8]=1.[CH2:40]([N:47]([CH3:59])[C:48]([NH:50][C@@H:51]([C:55]([CH3:58])([CH3:57])[CH3:56])[C:52](O)=[O:53])=[O:49])[C:41]1[CH:46]=[CH:45][CH:44]=[CH:43][CH:42]=1.CCOP(ON1N=NC2C=CC=CC=2C1=O)(OCC)=O.C(N(CC)C(C)C)(C)C. The catalyst is C1COCC1. The product is [CH3:30][O:29][C:28](=[O:31])[NH:27][C@@H:22]([C:23]([CH3:26])([CH3:25])[CH3:24])[C:20](=[O:21])[NH:19][C@H:5]([CH2:6][C:7]1[CH:12]=[CH:11][C:10]([C:13]2[CH:18]=[CH:17][CH:16]=[CH:15][N:14]=2)=[CH:9][CH:8]=1)[CH2:4][C@H:3]([OH:32])[C@H:2]([CH2:33][C:34]1[CH:35]=[CH:36][CH:37]=[CH:38][CH:39]=1)[NH:1][C:52](=[O:53])[C@H:51]([C:55]([CH3:57])([CH3:56])[CH3:58])[NH:50][C:48](=[O:49])[N:47]([CH3:59])[CH2:40][C:41]1[CH:46]=[CH:45][CH:44]=[CH:43][CH:42]=1. The yield is 0.740.